Task: Predict the reaction yield, written as a fraction of the theoretical maximum amount of product (1.0 means a 100% yield; for example, 0.34 means a 34% yield).. Dataset: Reaction yield outcomes from USPTO patents with 853,638 reactions (1) The reactants are [Cl:1][C:2]1[CH:3]=[CH:4][C:5]([O:23][CH2:24][C:25]2[CH:30]=C[CH:28]=[CH:27][CH:26]=2)=[C:6]([C:8]2[N:9]([C:14]3[CH:15]=[C:16]([CH:20]=[CH:21][CH:22]=3)[C:17]([OH:19])=O)[C:10]([CH3:13])=[CH:11][CH:12]=2)[CH:7]=1.[CH3:31][CH2:32][N:33]=C=NCCCN(C)C.[CH:42]1[CH:43]=[CH:44][C:45]2N(O)N=N[C:46]=2[CH:47]=1.[CH2:52](Cl)Cl. The catalyst is C(OCC)(=O)C. The product is [Cl:1][C:2]1[CH:3]=[CH:4][C:5]([O:23][CH2:24][C:25]2[CH:30]=[CH:52][CH:28]=[CH:27][CH:26]=2)=[C:6]([C:8]2[N:9]([C:14]3[CH:15]=[C:16]([CH:20]=[CH:21][CH:22]=3)[C:17]([NH:33][C@@H:32]([C:46]3[CH:45]=[CH:44][CH:43]=[CH:42][CH:47]=3)[CH3:31])=[O:19])[C:10]([CH3:13])=[CH:11][CH:12]=2)[CH:7]=1. The yield is 0.360. (2) The reactants are [C:1](=O)([O-])[O-].[K+].[K+].CI.[C:9]([C:13]1[C:22]2[O:21][CH2:20][CH2:19][NH:18][C:17]=2[CH:16]=[C:15]([C:23](=[O:25])[CH3:24])[CH:14]=1)([CH3:12])([CH3:11])[CH3:10]. The catalyst is CN(C)C=O. The product is [C:9]([C:13]1[C:22]2[O:21][CH2:20][CH2:19][N:18]([CH3:1])[C:17]=2[CH:16]=[C:15]([C:23](=[O:25])[CH3:24])[CH:14]=1)([CH3:12])([CH3:10])[CH3:11]. The yield is 0.660. (3) The reactants are [NH:1]1[CH2:6][CH2:5][CH:4]([C:7]2[N:12]=[C:11]([N:13]3[CH2:18][CH2:17][CH2:16][CH2:15][CH2:14]3)[N:10]=[C:9]([OH:19])[CH:8]=2)[CH2:3][CH2:2]1.[NH2:20][C:21]1[N:26]=[CH:25][C:24]([CH:27]=O)=[CH:23][N:22]=1.C(N(CC)CC)C.C(O[BH-](OC(=O)C)OC(=O)C)(=O)C.[Na+]. The catalyst is C(O)(=O)C.ClCCl. The product is [NH2:20][C:21]1[N:26]=[CH:25][C:24]([CH2:27][N:1]2[CH2:6][CH2:5][CH:4]([C:7]3[N:12]=[C:11]([N:13]4[CH2:14][CH2:15][CH2:16][CH2:17][CH2:18]4)[N:10]=[C:9]([OH:19])[CH:8]=3)[CH2:3][CH2:2]2)=[CH:23][N:22]=1. The yield is 0.820. (4) The reactants are [F:1][C:2]1[CH:7]=[CH:6][CH:5]=[CH:4][C:3]=1[S:8](Cl)(=[O:10])=[O:9].[NH2:12][C:13]1[CH:14]=[C:15]([CH:19]2[CH2:28][C:27]([CH3:30])([CH3:29])[C:26]3[C:21](=[CH:22][CH:23]=[C:24]([C:31]#[N:32])[CH:25]=3)[NH:20]2)[CH:16]=[CH:17][CH:18]=1.N1C=CC=CC=1. The catalyst is ClCCl. The product is [C:31]([C:24]1[CH:25]=[C:26]2[C:21](=[CH:22][CH:23]=1)[NH:20][CH:19]([C:15]1[CH:14]=[C:13]([NH:12][S:8]([C:3]3[CH:4]=[CH:5][CH:6]=[CH:7][C:2]=3[F:1])(=[O:10])=[O:9])[CH:18]=[CH:17][CH:16]=1)[CH2:28][C:27]2([CH3:30])[CH3:29])#[N:32]. The yield is 0.424. (5) The reactants are Br[C:2]1[C:3]([Cl:10])=[C:4]([CH2:8][OH:9])[CH:5]=[CH:6][CH:7]=1.[O:11]1[CH2:16][CH2:15][O:14][C:13]2[CH:17]=[C:18](C3C(C)=C(CO)C=CC=3)[CH:19]=[CH:20][C:12]1=2. No catalyst specified. The product is [Cl:10][C:3]1[C:2]([C:18]2[CH:19]=[CH:20][C:12]3[O:11][CH2:16][CH2:15][O:14][C:13]=3[CH:17]=2)=[CH:7][CH:6]=[CH:5][C:4]=1[CH2:8][OH:9]. The yield is 0.700. (6) The reactants are [Cl:1][C:2]1[C:10]2[N:9]=[C:8]3[N:11]([C:15]4[C:16]([CH3:23])=[N:17][C:18]([O:21][CH3:22])=[CH:19][CH:20]=4)[CH2:12][CH2:13][CH2:14][N:7]3[C:6]=2[C:5]([CH:24]([CH:26]2[CH2:28][CH2:27]2)[OH:25])=[CH:4][CH:3]=1.N(C(N1CCCCC1)=O)=NC(N1CCCCC1)=O.C(P(CCCC)CCCC)CCC.[F:60][C:61]([F:65])([F:64])[CH2:62]O. The catalyst is O1CCCC1. The product is [Cl:1][C:2]1[C:10]2[N:9]=[C:8]3[N:11]([C:15]4[C:16]([CH3:23])=[N:17][C:18]([O:21][CH3:22])=[CH:19][CH:20]=4)[CH2:12][CH2:13][CH2:14][N:7]3[C:6]=2[C:5]([CH:24]([CH:26]2[CH2:28][CH2:27]2)[O:25][CH2:62][C:61]([F:65])([F:64])[F:60])=[CH:4][CH:3]=1. The yield is 0.690. (7) The reactants are C(OC([N:8]([CH2:39][C:40]([O:42]C(C)(C)C)=[O:41])[C:9]1[CH:14]=[CH:13][CH:12]=[C:11]([CH:15]([CH2:26][C:27]2[CH:32]=[CH:31][C:30]([C:33]3[CH:38]=[CH:37][CH:36]=[CH:35][N:34]=3)=[CH:29][CH:28]=2)[NH:16][S:17]([C:20]2[CH:21]=[N:22][CH:23]=[CH:24][CH:25]=2)(=[O:19])=[O:18])[N:10]=1)=O)(C)(C)C.O.Cl. The catalyst is O1CCCC1. The product is [N:34]1[CH:35]=[CH:36][CH:37]=[CH:38][C:33]=1[C:30]1[CH:31]=[CH:32][C:27]([CH2:26][CH:15]([NH:16][S:17]([C:20]2[CH:21]=[N:22][CH:23]=[CH:24][CH:25]=2)(=[O:19])=[O:18])[C:11]2[N:10]=[C:9]([NH:8][CH2:39][C:40]([OH:42])=[O:41])[CH:14]=[CH:13][CH:12]=2)=[CH:28][CH:29]=1. The yield is 0.580. (8) The reactants are [CH2:1]([O:8][C:9]1[CH:21]=[C:20]2[C:12]([C:13]3[CH:14]=[CH:15][C:16]([NH2:22])=[CH:17][C:18]=3[NH:19]2)=[CH:11][CH:10]=1)[C:2]1[CH:7]=[CH:6][CH:5]=[CH:4][CH:3]=1.[CH2:23]=O.C[O-].[Na+].[BH4-].[Na+]. The catalyst is CO. The product is [CH2:1]([O:8][C:9]1[CH:21]=[C:20]2[C:12]([C:13]3[CH:14]=[CH:15][C:16]([NH:22][CH3:23])=[CH:17][C:18]=3[NH:19]2)=[CH:11][CH:10]=1)[C:2]1[CH:3]=[CH:4][CH:5]=[CH:6][CH:7]=1. The yield is 0.820.